Dataset: Reaction yield outcomes from USPTO patents with 853,638 reactions. Task: Predict the reaction yield, written as a fraction of the theoretical maximum amount of product (1.0 means a 100% yield; for example, 0.34 means a 34% yield). The reactants are [CH3:1]C([O-])(C)C.[K+].[Si:7]([O:14][C@H:15]1[CH2:20][CH2:19][C@@:18]([C@H:22]2[CH2:30][CH2:29][C@@:28]3([CH3:31])[C@@H:24]([CH:25]=[CH:26][C:27]3=O)[C@@H:23]2[CH2:33][O:34][Si:35]([C:38]([CH3:41])([CH3:40])[CH3:39])([CH3:37])[CH3:36])([CH3:21])[C@@H:17]([CH2:42][O:43][Si:44]([C:47]([CH3:50])([CH3:49])[CH3:48])([CH3:46])[CH3:45])[CH2:16]1)([C:10]([CH3:13])([CH3:12])[CH3:11])([CH3:9])[CH3:8]. The catalyst is C1COCC1.CCOC(C)=O. The product is [C:38]([Si:35]([O:34][CH2:33][C@@H:23]1[C@@H:22]([C@@:18]2([CH3:21])[CH2:19][CH2:20][C@H:15]([O:14][Si:7]([C:10]([CH3:12])([CH3:11])[CH3:13])([CH3:8])[CH3:9])[CH2:16][C@@H:17]2[CH2:42][O:43][Si:44]([C:47]([CH3:48])([CH3:50])[CH3:49])([CH3:46])[CH3:45])[CH2:30][CH2:29][C@@:28]2([CH3:31])[C@H:24]1[CH:25]=[CH:26][C:27]2=[CH2:1])([CH3:37])[CH3:36])([CH3:40])([CH3:39])[CH3:41]. The yield is 0.180.